From a dataset of Catalyst prediction with 721,799 reactions and 888 catalyst types from USPTO. Predict which catalyst facilitates the given reaction. Reactant: [F:1][C:2]1[C:7]([O:8][CH3:9])=[CH:6][CH:5]=[C:4]([F:10])[C:3]=1[C:11]1[N:16]=[C:15]([C:17]([O:19]C)=[O:18])[CH:14]=[CH:13][C:12]=1[F:21].[OH-].[Na+].Cl. Product: [F:1][C:2]1[C:7]([O:8][CH3:9])=[CH:6][CH:5]=[C:4]([F:10])[C:3]=1[C:11]1[N:16]=[C:15]([C:17]([OH:19])=[O:18])[CH:14]=[CH:13][C:12]=1[F:21]. The catalyst class is: 36.